This data is from Full USPTO retrosynthesis dataset with 1.9M reactions from patents (1976-2016). The task is: Predict the reactants needed to synthesize the given product. Given the product [F:39][C:40]([F:45])([F:44])[C:41]([OH:43])=[O:42].[N:29]1([C:26]2[CH:27]=[CH:28][C:23]([NH:22][C:19]3[N:18]=[CH:17][C:16]4=[CH:15][CH:14]=[C:13]([C:10]5[CH:11]=[CH:12][C:7]([C:6]([OH:35])=[O:5])=[CH:8][CH:9]=5)[N:21]4[N:20]=3)=[CH:24][CH:25]=2)[CH2:30][CH2:31][O:32][CH2:33][CH2:34]1, predict the reactants needed to synthesize it. The reactants are: C([O:5][C:6](=[O:35])[C:7]1[CH:12]=[CH:11][C:10]([C:13]2[N:21]3[C:16]([CH:17]=[N:18][C:19]([NH:22][C:23]4[CH:28]=[CH:27][C:26]([N:29]5[CH2:34][CH2:33][O:32][CH2:31][CH2:30]5)=[CH:25][CH:24]=4)=[N:20]3)=[CH:15][CH:14]=2)=[CH:9][CH:8]=1)(C)(C)C.C(Cl)Cl.[F:39][C:40]([F:45])([F:44])[C:41]([OH:43])=[O:42].